Dataset: Forward reaction prediction with 1.9M reactions from USPTO patents (1976-2016). Task: Predict the product of the given reaction. (1) Given the reactants BrC(Br)(Br)Br.CCN([CH:12]([CH3:14])C)C(C)C.[CH3:15][N:16]([CH3:39])[C:17]([C:19]1[N:23]([C:24]2[CH:29]=[CH:28][C:27]([O:30][CH3:31])=[CH:26][CH:25]=2)[C:22]([C:32]([O:34][CH2:35][CH3:36])=[O:33])=[C:21]([OH:37])[C:20]=1[OH:38])=[O:18].[P:40]([O-:47])([O:44][CH2:45][CH3:46])[O:41][CH2:42][CH3:43], predict the reaction product. The product is: [CH2:42]([O:41][P:40]([O:37][C:21]1[C:20]([O:38][P:40]([O:47][CH2:12][CH3:14])([O:41][CH2:42][CH3:43])=[O:44])=[C:19]([C:17](=[O:18])[N:16]([CH3:15])[CH3:39])[N:23]([C:24]2[CH:25]=[CH:26][C:27]([O:30][CH3:31])=[CH:28][CH:29]=2)[C:22]=1[C:32]([O:34][CH2:35][CH3:36])=[O:33])([O:44][CH2:45][CH3:46])=[O:47])[CH3:43]. (2) The product is: [OH:13][CH2:7][CH2:8][CH2:9][CH2:10][CH2:3][C:4]([O:6][CH3:14])=[O:5]. Given the reactants CO[CH2:3][C:4]([OH:6])=[O:5].[CH2:7]([OH:13])[CH2:8][CH2:9][CH2:10]CC.[CH3:14]O, predict the reaction product. (3) Given the reactants [CH3:1][C:2]([N:5]([C@H:9]1[CH2:13][CH2:12][N:11]([C:14]2[CH:15]=[C:16]3[C:20](=[CH:21][CH:22]=2)[CH:19](O)[CH2:18][CH2:17]3)[C:10]1=[O:24])[C:6](=[O:8])[O-:7])([CH3:4])[CH3:3].[CH2:25]([N:27](CC)[CH2:28]C)C.CS(Cl)(=O)=O.CNC, predict the reaction product. The product is: [NH3:5].[CH3:4][C:2]([N:5]([C@H:9]1[CH2:13][CH2:12][N:11]([C:14]2[CH:15]=[C:16]3[C:20](=[CH:21][CH:22]=2)[CH:19]([N:27]([CH3:28])[CH3:25])[CH2:18][CH2:17]3)[C:10]1=[O:24])[C:6](=[O:8])[O-:7])([CH3:1])[CH3:3]. (4) Given the reactants [O:1]1[C:6]2[CH:7]=[CH:8][CH:9]=[CH:10][C:5]=2[O:4][CH2:3][CH:2]1[CH2:11][N:12]1[C:16]([Cl:17])=[C:15]([Cl:18])[N:14]=[CH:13]1.[Br:19][CH2:20][C:21]1[CH:30]=[CH:29][C:28]2[C:23](=[CH:24][CH:25]=[CH:26][CH:27]=2)[CH:22]=1, predict the reaction product. The product is: [Br-:19].[O:1]1[C:6]2[CH:7]=[CH:8][CH:9]=[CH:10][C:5]=2[O:4][CH2:3][CH:2]1[CH2:11][N+:12]1[C:16]([Cl:17])=[C:15]([Cl:18])[N:14]([CH2:20][C:21]2[CH:30]=[CH:29][C:28]3[C:23](=[CH:24][CH:25]=[CH:26][CH:27]=3)[CH:22]=2)[CH:13]=1.